Dataset: Full USPTO retrosynthesis dataset with 1.9M reactions from patents (1976-2016). Task: Predict the reactants needed to synthesize the given product. (1) Given the product [F:11][C:12]1[CH:19]=[CH:18][C:17]([O:20][C:9]2[CH:8]=[CH:7][C:4]([CH:5]=[O:6])=[CH:3][C:2]=2[F:1])=[CH:16][C:13]=1[C:14]#[N:15], predict the reactants needed to synthesize it. The reactants are: [F:1][C:2]1[CH:3]=[C:4]([CH:7]=[CH:8][C:9]=1F)[CH:5]=[O:6].[F:11][C:12]1[CH:19]=[CH:18][C:17]([OH:20])=[CH:16][C:13]=1[C:14]#[N:15]. (2) Given the product [Br:1][C:2]1[C:7]([O:8][CH2:9][CH:10]([NH2:15])[CH2:11][CH:12]([CH3:14])[CH3:13])=[CH:6][C:5]2[O:23][CH2:24][C:25]3[C:30]([C:4]=2[CH:3]=1)=[CH:29][CH:28]=[N:27][CH:26]=3, predict the reactants needed to synthesize it. The reactants are: [Br:1][C:2]1[C:7]([O:8][CH2:9][CH:10]([NH:15]C(=O)OC(C)(C)C)[CH2:11][CH:12]([CH3:14])[CH3:13])=[CH:6][C:5]2[O:23][CH2:24][C:25]3[C:30]([C:4]=2[CH:3]=1)=[CH:29][CH:28]=[N:27][CH:26]=3.Cl.C(OCC)C. (3) Given the product [CH2:8]([NH:12][C:13]1[N:3]2[CH:4]=[CH:5][N:6]=[CH:7][C:2]2=[N:1][C:17]=1[C:16]1[CH:19]=[CH:20][CH:21]=[C:22]([Cl:23])[C:15]=1[Cl:14])[CH2:9][CH2:10][CH3:11], predict the reactants needed to synthesize it. The reactants are: [NH2:1][C:2]1[CH:7]=[N:6][CH:5]=[CH:4][N:3]=1.[CH2:8]([N+:12]#[C-:13])[CH2:9][CH2:10][CH3:11].[Cl:14][C:15]1[C:22]([Cl:23])=[CH:21][CH:20]=[CH:19][C:16]=1[CH:17]=O. (4) The reactants are: [CH3:1][N:2]1[C:6]([NH:7][C:8]([C:21]2[CH:26]=[CH:25][CH:24]=[CH:23][CH:22]=2)([C:15]2[CH:20]=[CH:19][CH:18]=[CH:17][CH:16]=2)[C:9]2[CH:14]=[CH:13][CH:12]=[CH:11][CH:10]=2)=[C:5]([NH:27][C:28](=O)[O:29]C2C=CC=CC=2)[CH:4]=[N:3]1.[NH2:37][CH:38]1[CH2:41][N:40]([C:42]([O:44][C:45]([CH3:48])([CH3:47])[CH3:46])=[O:43])[CH2:39]1.C(N(C(C)C)C(C)C)C. Given the product [CH3:1][N:2]1[C:6]([NH:7][C:8]([C:15]2[CH:16]=[CH:17][CH:18]=[CH:19][CH:20]=2)([C:21]2[CH:26]=[CH:25][CH:24]=[CH:23][CH:22]=2)[C:9]2[CH:10]=[CH:11][CH:12]=[CH:13][CH:14]=2)=[C:5]([NH:27][C:28]([NH:37][CH:38]2[CH2:39][N:40]([C:42]([O:44][C:45]([CH3:48])([CH3:47])[CH3:46])=[O:43])[CH2:41]2)=[O:29])[CH:4]=[N:3]1, predict the reactants needed to synthesize it. (5) Given the product [NH2:1][C:2]1[CH:10]=[C:9]([Cl:11])[CH:8]=[C:7]([Cl:12])[C:3]=1[C:4]([NH2:15])=[O:5], predict the reactants needed to synthesize it. The reactants are: [NH2:1][C:2]1[CH:10]=[C:9]([Cl:11])[CH:8]=[C:7]([Cl:12])[C:3]=1[C:4](O)=[O:5].CC[N:15]=C=NCCCN(C)C.Cl.C1C=CC2N(O)N=NC=2C=1.CN1CCOCC1.[NH4+].[OH-]. (6) The reactants are: [CH2:1]([O:8][C:9]1[C:10]2[CH:30]=[CH:29][CH:28]=[CH:27][C:11]=2[C:12]2[C@H:13]([CH2:25][Cl:26])[CH2:14][N:15](C(OC(C)(C)C)=O)[C:16]=2[CH:17]=1)[C:2]1[CH:7]=[CH:6][CH:5]=[CH:4][CH:3]=1.Cl. Given the product [CH2:1]([O:8][C:9]1[C:10]2[CH:30]=[CH:29][CH:28]=[CH:27][C:11]=2[C:12]2[C@H:13]([CH2:25][Cl:26])[CH2:14][NH:15][C:16]=2[CH:17]=1)[C:2]1[CH:3]=[CH:4][CH:5]=[CH:6][CH:7]=1, predict the reactants needed to synthesize it. (7) The reactants are: [I:1][C:2]1[CH:3]=[CH:4][C:5]2[N:6]([CH:8]=[C:9]([NH2:11])[N:10]=2)[CH:7]=1.CCN(CC)CC.[CH3:19][C:20](OC(C)=O)=[O:21]. Given the product [I:1][C:2]1[CH:3]=[CH:4][C:5]2[N:6]([CH:8]=[C:9]([NH:11][C:20](=[O:21])[CH3:19])[N:10]=2)[CH:7]=1, predict the reactants needed to synthesize it.